This data is from Peptide-MHC class I binding affinity with 185,985 pairs from IEDB/IMGT. The task is: Regression. Given a peptide amino acid sequence and an MHC pseudo amino acid sequence, predict their binding affinity value. This is MHC class I binding data. (1) The peptide sequence is TSSTCMMCYK. The MHC is Mamu-B8301 with pseudo-sequence Mamu-B8301. The binding affinity (normalized) is 0.792. (2) The peptide sequence is KINRSKTPY. The MHC is HLA-A11:01 with pseudo-sequence HLA-A11:01. The binding affinity (normalized) is 0.420. (3) The peptide sequence is TYQDTRALV. The MHC is H-2-Kd with pseudo-sequence H-2-Kd. The binding affinity (normalized) is 0.319.